This data is from Reaction yield outcomes from USPTO patents with 853,638 reactions. The task is: Predict the reaction yield, written as a fraction of the theoretical maximum amount of product (1.0 means a 100% yield; for example, 0.34 means a 34% yield). The catalyst is CC(O)C. The reactants are [C:1]([C:5]1[CH:6]=[CH:7][C:8]([CH3:21])=[C:9]([NH:11][C:12]2[C:17]([O:18][CH3:19])=[CH:16][N:15]=[C:14](Cl)[N:13]=2)[CH:10]=1)([CH3:4])([CH3:3])[CH3:2].Cl.Cl.[NH:24]1[CH2:29][CH2:28][CH:27]([CH2:30][C:31]2[CH:36]=[CH:35][N:34]=[CH:33][CH:32]=2)[CH2:26][CH2:25]1.C(N(C(C)C)CC)(C)C. The yield is 0.682. The product is [C:1]([C:5]1[CH:6]=[CH:7][C:8]([CH3:21])=[C:9]([NH:11][C:12]2[C:17]([O:18][CH3:19])=[CH:16][N:15]=[C:14]([N:34]3[CH2:35][CH2:36][CH:31]([CH2:30][C:27]4[CH:26]=[CH:25][N:24]=[CH:29][CH:28]=4)[CH2:32][CH2:33]3)[N:13]=2)[CH:10]=1)([CH3:4])([CH3:3])[CH3:2].